Dataset: Full USPTO retrosynthesis dataset with 1.9M reactions from patents (1976-2016). Task: Predict the reactants needed to synthesize the given product. (1) Given the product [Br:1][C:2]([CH:3]=[N:23][C:21]([O:30][Si:8]([CH3:10])([CH3:9])[CH3:7])=[CH2:22])=[CH2:5], predict the reactants needed to synthesize it. The reactants are: [Br:1][C:2](=[CH2:5])[CH:3]=O.[Li+].[CH3:7][Si:8]([N-][Si:8]([CH3:10])([CH3:9])[CH3:7])([CH3:10])[CH3:9].C[Si](Cl)(C)C.[CH2:21]([N:23](CC)CC)[CH3:22].C(Cl)(=[O:30])C. (2) Given the product [OH:1][C:2]1[CH:7]=[CH:6][C:5]([C:8]2[C:16]3[O:15][CH:14]=[CH:13][C:12]=3[CH:11]=[C:10]([CH:17]=[N:19][OH:20])[CH:9]=2)=[CH:4][CH:3]=1, predict the reactants needed to synthesize it. The reactants are: [OH:1][C:2]1[CH:7]=[CH:6][C:5]([C:8]2[C:16]3[O:15][CH:14]=[CH:13][C:12]=3[CH:11]=[C:10]([CH:17]=O)[CH:9]=2)=[CH:4][CH:3]=1.[NH2:19][OH:20].CO.N1C=CC=CC=1.